This data is from Full USPTO retrosynthesis dataset with 1.9M reactions from patents (1976-2016). The task is: Predict the reactants needed to synthesize the given product. (1) Given the product [CH:5]1[C:4]2[C:3](=[CH:18][CH:17]=[CH:16][CH:20]=2)[CH:2]=[CH:10][C:6]=1[OH:1], predict the reactants needed to synthesize it. The reactants are: [O:1]1[CH:6]=[CH:5][CH:4]=[CH:3][CH2:2]1.[Li+].[OH-].Cl.[CH3:10]COC(C)=O.[CH2:16]1[CH2:20]O[CH2:18][CH2:17]1. (2) The reactants are: [C:1]([O:5][C:6]([N:8]1[CH2:13][CH2:12][CH2:11][CH2:10][C@@:9]1([CH3:17])[C:14]([OH:16])=O)=[O:7])([CH3:4])([CH3:3])[CH3:2].C(N(C(C)C)CC)(C)C.CN(C(ON1N=NC2C=CC=NC1=2)=[N+](C)C)C.F[P-](F)(F)(F)(F)F.[CH3:51][O:52][C@@H:53]([C@@H:71]1[CH2:75][CH2:74][CH2:73][N:72]1[C:76](=[O:95])[CH2:77][C@@H:78]([O:93][CH3:94])[C@@H:79]([N:84]([CH3:92])[C:85](=[O:91])[C@H:86]([CH:88]([CH3:90])[CH3:89])[NH2:87])[C@@H:80]([CH3:83])[CH2:81][CH3:82])[C@@H:54]([CH3:70])[C:55]([NH:57][C@H:58]([C:66]([O:68][CH3:69])=[O:67])[CH2:59][C:60]1[CH:65]=[CH:64][CH:63]=[CH:62][CH:61]=1)=[O:56]. Given the product [C:1]([O:5][C:6]([N:8]1[CH2:13][CH2:12][CH2:11][CH2:10][C@:9]1([C:14]([NH:87][C@H:86]([C:85]([N:84]([CH3:92])[C@@H:79]([C@@H:80]([CH3:83])[CH2:81][CH3:82])[C@H:78]([O:93][CH3:94])[CH2:77][C:76]([N:72]1[CH2:73][CH2:74][CH2:75][C@H:71]1[C@H:53]([O:52][CH3:51])[C@@H:54]([CH3:70])[C:55]([NH:57][C@H:58]([C:66]([O:68][CH3:69])=[O:67])[CH2:59][C:60]1[CH:61]=[CH:62][CH:63]=[CH:64][CH:65]=1)=[O:56])=[O:95])=[O:91])[CH:88]([CH3:89])[CH3:90])=[O:16])[CH3:17])=[O:7])([CH3:2])([CH3:3])[CH3:4], predict the reactants needed to synthesize it.